From a dataset of Catalyst prediction with 721,799 reactions and 888 catalyst types from USPTO. Predict which catalyst facilitates the given reaction. (1) Reactant: [F:1][C:2]1[CH:7]=[CH:6][CH:5]=[CH:4][C:3]=1[N:8]1[CH2:13][CH2:12][NH:11][CH2:10][CH2:9]1.[CH2:14]1[CH2:20][S:17](=[O:19])(=[O:18])[O:16][CH2:15]1. Product: [F:1][C:2]1[CH:7]=[CH:6][CH:5]=[CH:4][C:3]=1[N:8]1[CH2:13][CH2:12][N:11]([CH2:15][CH2:14][CH2:20][S:17]([OH:19])(=[O:18])=[O:16])[CH2:10][CH2:9]1. The catalyst class is: 21. (2) Reactant: Br[C:2]1[CH:7]=[CH:6][CH:5]=[CH:4][C:3]=1[C:8]1[N:9]([CH2:23][C:24]2[CH:29]=[CH:28][C:27]([C:30]([CH3:33])([CH3:32])[CH3:31])=[CH:26][CH:25]=2)[C:10](=[O:22])[C:11]([C:15]([NH:17][CH2:18][C:19]([OH:21])=[O:20])=[O:16])=[C:12]([OH:14])[N:13]=1.[C:34]1(B(O)O)[CH:39]=[CH:38][CH:37]=[CH:36][CH:35]=1.C(=O)([O-])[O-].[Na+].[Na+].Cl. Product: [C:2]1([C:34]2[CH:39]=[CH:38][CH:37]=[CH:36][CH:35]=2)[CH:7]=[CH:6][CH:5]=[CH:4][C:3]=1[C:8]1[N:9]([CH2:23][C:24]2[CH:29]=[CH:28][C:27]([C:30]([CH3:33])([CH3:32])[CH3:31])=[CH:26][CH:25]=2)[C:10](=[O:22])[C:11]([C:15]([NH:17][CH2:18][C:19]([OH:21])=[O:20])=[O:16])=[C:12]([OH:14])[N:13]=1. The catalyst class is: 203. (3) The catalyst class is: 50. Reactant: C([NH:8][CH:9]1[CH2:14][CH2:13][C:12]([CH3:16])([OH:15])[CH2:11][CH2:10]1)C1C=CC=CC=1. Product: [NH2:8][CH:9]1[CH2:14][CH2:13][C:12]([CH3:16])([OH:15])[CH2:11][CH2:10]1.